Predict the reactants needed to synthesize the given product. From a dataset of Full USPTO retrosynthesis dataset with 1.9M reactions from patents (1976-2016). (1) Given the product [C:9]([O:13][C:14]([N:16]1[CH:20]=[C:19]([C:5]2[N:4]=[N:3][C:2]([Cl:1])=[CH:7][CH:6]=2)[CH:18]=[N:17]1)=[O:15])([CH3:12])([CH3:10])[CH3:11], predict the reactants needed to synthesize it. The reactants are: [Cl:1][C:2]1[N:3]=[N:4][C:5](Cl)=[CH:6][CH:7]=1.[C:9]([O:13][C:14]([N:16]1[CH:20]=[C:19](B2OC(C)(C)C(C)(C)O2)[CH:18]=[N:17]1)=[O:15])([CH3:12])([CH3:11])[CH3:10].C(=O)([O-])[O-].[K+].[K+]. (2) Given the product [O:1]=[C:2]([N:16]1[CH2:21][CH2:20][N:19]2[C:22]([C:25]([F:28])([F:27])[F:26])=[N:23][N:24]=[C:18]2[CH2:17]1)/[CH:3]=[C:4](\[NH2:33])/[CH2:5][C:6]1[CH:11]=[C:10]([F:12])[C:9]([F:13])=[CH:8][C:7]=1[F:14], predict the reactants needed to synthesize it. The reactants are: [O:1]=[C:2]([N:16]1[CH2:21][CH2:20][N:19]2[C:22]([C:25]([F:28])([F:27])[F:26])=[N:23][N:24]=[C:18]2[CH2:17]1)[CH2:3][C:4](=O)[CH2:5][C:6]1[CH:11]=[C:10]([F:12])[C:9]([F:13])=[CH:8][C:7]=1[F:14].C([O-])(=O)C.[NH4+:33].[OH-].[NH4+].